From a dataset of Full USPTO retrosynthesis dataset with 1.9M reactions from patents (1976-2016). Predict the reactants needed to synthesize the given product. (1) Given the product [F:1][C:2]1[CH:7]=[CH:6][C:5]([C:8](=[O:10])[CH3:9])=[C:4]([O:11][CH2:14][C:13]([F:17])([F:16])[F:12])[CH:3]=1, predict the reactants needed to synthesize it. The reactants are: [F:1][C:2]1[CH:7]=[CH:6][C:5]([C:8](=[O:10])[CH3:9])=[C:4]([OH:11])[CH:3]=1.[F:12][C:13]([F:17])([F:16])[CH2:14]I.C(=O)([O-])[O-].[K+].[K+]. (2) Given the product [C:23]([O:28][CH:29]([O:33][C:34]([NH:1][CH2:2][CH2:3][CH2:4][C@@H:5]([CH2:9][C:10]1[N:11]=[CH:12][N:13]2[C:22]3[C:17](=[CH:18][CH:19]=[CH:20][CH:21]=3)[CH2:16][CH2:15][C:14]=12)[C:6]([OH:8])=[O:7])=[O:35])[CH:30]([CH3:32])[CH3:31])(=[O:27])[CH2:24][CH2:25][CH3:26], predict the reactants needed to synthesize it. The reactants are: [NH2:1][CH2:2][CH2:3][CH2:4][C@@H:5]([CH2:9][C:10]1[N:11]=[CH:12][N:13]2[C:22]3[C:17](=[CH:18][CH:19]=[CH:20][CH:21]=3)[CH2:16][CH2:15][C:14]=12)[C:6]([OH:8])=[O:7].[C:23]([O:28][CH:29]([O:33][C:34](OC1C=CC([N+]([O-])=O)=CC=1)=[O:35])[CH:30]([CH3:32])[CH3:31])(=[O:27])[CH2:24][CH2:25][CH3:26].O. (3) Given the product [CH:7]1([CH:10]([C:21](=[O:23])[CH3:22])[C:11]([NH:32][CH2:24][CH2:25][C:26]2[CH:31]=[CH:30][CH:29]=[CH:28][CH:27]=2)=[O:13])[CH2:8][CH2:9]1, predict the reactants needed to synthesize it. The reactants are: COCCOC.[CH:7]1([CH:10]([C:21](=[O:23])[CH3:22])[C:11]([O:13]CC2C=CC=CC=2)=O)[CH2:9][CH2:8]1.[CH2:24]([NH2:32])[CH2:25][C:26]1[CH:31]=[CH:30][CH:29]=[CH:28][CH:27]=1. (4) Given the product [NH2:31][C@H:25]1[CH2:26][CH2:27][CH2:28][CH2:29][CH2:30][C@H:24]1[NH:32][C:2]1[N:10]([CH2:11][C:12]2[CH:19]=[CH:18][CH:17]=[CH:16][C:13]=2[C:14]#[N:15])[C:9]2[C:8](=[O:20])[N:7]([CH3:21])[C:6](=[O:22])[N:5]([CH3:23])[C:4]=2[N:3]=1, predict the reactants needed to synthesize it. The reactants are: Cl[C:2]1[N:10]([CH2:11][C:12]2[CH:19]=[CH:18][CH:17]=[CH:16][C:13]=2[C:14]#[N:15])[C:9]2[C:8](=[O:20])[N:7]([CH3:21])[C:6](=[O:22])[N:5]([CH3:23])[C:4]=2[N:3]=1.[C@@H:24]1([NH2:32])[CH2:30][CH2:29][CH2:28][CH2:27][CH2:26][C@@H:25]1[NH2:31]. (5) Given the product [CH3:20][N:21]([CH3:26])[S:22](=[O:24])(=[O:23])[O:13][C:8]1[CH:9]=[C:10]([O:11][CH3:12])[C:3]([O:2][CH3:1])=[CH:4][C:5]=1[CH:6]=[O:7], predict the reactants needed to synthesize it. The reactants are: [CH3:1][O:2][C:3]1[CH:4]=[C:5]([C:8]([OH:13])=[CH:9][C:10]=1[O:11][CH3:12])[CH:6]=[O:7].C(=O)([O-])[O-].[K+].[K+].[CH3:20][N:21]([CH3:26])[S:22](Cl)(=[O:24])=[O:23].O. (6) Given the product [Cl:49][C:50]1[CH:67]=[CH:66][C:53]2[NH:54][C:55]([CH:57]([NH:65][C:5](=[O:7])[C:4]3[CH:8]=[CH:9][C:10]([C:11]([N:13]4[CH2:17][CH2:16][CH2:15][CH2:14]4)=[O:12])=[C:2]([CH3:1])[CH:3]=3)[CH2:58][C:59]3[CH:64]=[CH:63][CH:62]=[CH:61][CH:60]=3)=[N:56][C:52]=2[CH:51]=1, predict the reactants needed to synthesize it. The reactants are: [CH3:1][C:2]1[CH:3]=[C:4]([CH:8]=[CH:9][C:10]=1[C:11]([N:13]1[CH2:17][CH2:16][CH2:15][CH2:14]1)=[O:12])[C:5]([OH:7])=O.CN(C(ON1N=NC2C=CC=CC1=2)=[N+](C)C)C.[B-](F)(F)(F)F.C(N(C(C)C)CC)(C)C.[Cl:49][C:50]1[CH:67]=[CH:66][C:53]2[N:54]=[C:55]([CH:57]([NH2:65])[CH2:58][C:59]3[CH:64]=[CH:63][CH:62]=[CH:61][CH:60]=3)[NH:56][C:52]=2[CH:51]=1.ClCl.